From a dataset of Full USPTO retrosynthesis dataset with 1.9M reactions from patents (1976-2016). Predict the reactants needed to synthesize the given product. (1) The reactants are: O[CH2:2][CH2:3][CH2:4][CH2:5][C:6]1[CH:11]=[CH:10][CH:9]=[CH:8][N:7]=1.[H-].[Al+3].[Li+].[H-].[H-].[H-].I.[OH-].[Na+]. Given the product [N:7]12[CH2:8][CH2:9][CH2:10][CH2:11][CH:6]1[CH2:5][CH2:4][CH2:3][CH2:2]2, predict the reactants needed to synthesize it. (2) Given the product [CH:1]1([P:7](=[O:20])([CH:8]2[CH2:13][CH2:12][CH2:11][CH2:10][CH2:9]2)[CH:14]2[CH2:19][CH2:18][CH2:17][CH2:16][CH2:15]2)[CH2:2][CH2:3][CH2:4][CH2:5][CH2:6]1, predict the reactants needed to synthesize it. The reactants are: [C:1]1([P:7](=[O:20])([C:14]2[CH:19]=[CH:18][CH:17]=[CH:16][CH:15]=2)[C:8]2[CH:13]=[CH:12][CH:11]=[CH:10][CH:9]=2)[CH:6]=[CH:5][CH:4]=[CH:3][CH:2]=1.[H][H]. (3) The reactants are: [C:1]([C:3]1[CH:4]=[N:5][N:6]([CH:25]([CH3:27])[CH3:26])[C:7]=1[C:8]1[N:9]=[C:10]2[C:16]3[CH:17]=[CH:18][C:19]([C:21](O)=[O:22])=[CH:20][C:15]=3[O:14][CH2:13][CH2:12][N:11]2[CH:24]=1)#[N:2].[NH3:28]. Given the product [C:1]([C:3]1[CH:4]=[N:5][N:6]([CH:25]([CH3:27])[CH3:26])[C:7]=1[C:8]1[N:9]=[C:10]2[C:16]3[CH:17]=[CH:18][C:19]([C:21]([NH2:28])=[O:22])=[CH:20][C:15]=3[O:14][CH2:13][CH2:12][N:11]2[CH:24]=1)#[N:2], predict the reactants needed to synthesize it. (4) Given the product [CH:1]1([C:4]2[CH:5]=[CH:6][C:7]([N:10]3[CH2:14][CH2:13][C:12]4([CH2:15][CH2:16][C:17]5([O:30][CH2:20]5)[CH2:18][CH2:19]4)[C:11]3=[O:21])=[CH:8][CH:9]=2)[CH2:3][CH2:2]1, predict the reactants needed to synthesize it. The reactants are: [CH:1]1([C:4]2[CH:9]=[CH:8][C:7]([N:10]3[CH2:14][CH2:13][C:12]4([CH2:19][CH2:18][C:17](=[CH2:20])[CH2:16][CH2:15]4)[C:11]3=[O:21])=[CH:6][CH:5]=2)[CH2:3][CH2:2]1.ClC1C=CC=C(C(OO)=[O:30])C=1.C([O-])(O)=O.[Na+]. (5) Given the product [Cl:1][C:2]1[CH:7]=[CH:6][C:5]([C:8]2[CH:13]=[CH:12][CH:11]=[C:10]([CH3:14])[CH:9]=2)=[CH:4][C:3]=1[C:15]([O:17][CH3:18])=[O:16], predict the reactants needed to synthesize it. The reactants are: [Cl:1][C:2]1[CH:7]=[CH:6][C:5]([C:8]2[CH:13]=[CH:12][CH:11]=[C:10]([CH3:14])[CH:9]=2)=[CH:4][C:3]=1[C:15]([OH:17])=[O:16].[C:18]([O-])([O-])=O.[K+].[K+].CI. (6) Given the product [F:17][C:18]1[CH:25]=[CH:24][C:21]([CH2:22][NH:8][C@H:7]2[CH:6]3[CH:5]4[CH2:15][CH:14]5[CH:13]3[CH:12]5[CH:11]4[C@H:10]2[C:9]([O:28][CH2:26][CH3:27])=[O:16])=[CH:20][CH:19]=1, predict the reactants needed to synthesize it. The reactants are: S(Cl)(Cl)=O.[CH:5]12[CH2:15][CH:14]3[CH:12]4[CH:13]3[CH:6]1[CH:7]1[CH:10]([CH:11]24)[C:9](=[O:16])[NH:8]1.[F:17][C:18]1[CH:25]=[CH:24][C:21]([CH:22]=O)=[CH:20][CH:19]=1.[C:26]([O-])(=[O:28])[CH3:27].[Na+].C([BH3-])#N.[Na+]. (7) Given the product [F:14][C:13]([F:16])([F:15])[CH2:12][NH:11][C:4]1[C:5]2[O:10][CH:9]=[CH:8][C:6]=2[N:7]=[C:2]([NH:32][C:29]2[CH:30]=[C:31]3[C:26]([CH:25]=[N:24][N:23]3[CH2:22][O:21][CH2:20][CH2:19][Si:18]([CH3:34])([CH3:33])[CH3:17])=[CH:27][CH:28]=2)[N:3]=1, predict the reactants needed to synthesize it. The reactants are: Cl[C:2]1[N:3]=[C:4]([NH:11][CH2:12][C:13]([F:16])([F:15])[F:14])[C:5]2[O:10][CH:9]=[CH:8][C:6]=2[N:7]=1.[CH3:17][Si:18]([CH3:34])([CH3:33])[CH2:19][CH2:20][O:21][CH2:22][N:23]1[C:31]2[C:26](=[CH:27][CH:28]=[C:29]([NH2:32])[CH:30]=2)[CH:25]=[N:24]1.CC(OC1C=CC=C(OC(C)C)C=1C1C(P(C2CCCCC2)C2CCCCC2)=CC=CC=1)C.C([O-])([O-])=O.[K+].[K+]. (8) Given the product [C:2]1([C:1]([C:9]2[CH:10]=[N:11][C:12]3[C:17]([C:18]=2[C:19]2[CH:35]=[CH:34][CH:33]=[C:21]([O:22][CH2:23][C:24]4[CH:29]=[CH:28][C:27]([CH2:30][C:31]5[NH:42][N:41]=[N:40][N:32]=5)=[CH:26][CH:25]=4)[CH:20]=2)=[CH:16][CH:15]=[CH:14][C:13]=3[C:36]([F:38])([F:37])[F:39])=[O:8])[CH:3]=[CH:4][CH:5]=[CH:6][CH:7]=1, predict the reactants needed to synthesize it. The reactants are: [C:1]([C:9]1[CH:10]=[N:11][C:12]2[C:17]([C:18]=1[C:19]1[CH:20]=[C:21]([CH:33]=[CH:34][CH:35]=1)[O:22][CH2:23][C:24]1[CH:29]=[CH:28][C:27]([CH2:30][C:31]#[N:32])=[CH:26][CH:25]=1)=[CH:16][CH:15]=[CH:14][C:13]=2[C:36]([F:39])([F:38])[F:37])(=[O:8])[C:2]1[CH:7]=[CH:6][CH:5]=[CH:4][CH:3]=1.[N-:40]=[N+:41]=[N-:42].[Na+].[NH4+].[Cl-].O. (9) Given the product [CH:21]1([N:16]2[CH2:15][C:14]3([CH2:24][CH2:25][N:11]([S:8]([C:5]4[CH:6]=[CH:7][C:2]([C:34]5[CH:41]=[CH:40][C:37]([C:38]#[N:39])=[CH:36][CH:35]=5)=[CH:3][CH:4]=4)(=[O:10])=[O:9])[CH2:12][CH2:13]3)[O:19][CH2:18][C:17]2=[O:20])[CH2:23][CH2:22]1, predict the reactants needed to synthesize it. The reactants are: Br[C:2]1[CH:7]=[CH:6][C:5]([S:8]([N:11]2[CH2:25][CH2:24][C:14]3([O:19][CH2:18][C:17](=[O:20])[N:16]([CH:21]4[CH2:23][CH2:22]4)[CH2:15]3)[CH2:13][CH2:12]2)(=[O:10])=[O:9])=[CH:4][CH:3]=1.CC1(C)C(C)(C)OB([C:34]2[CH:41]=[CH:40][C:37]([C:38]#[N:39])=[CH:36][CH:35]=2)O1.C([O-])([O-])=O.[K+].[K+].